Task: Binary Classification. Given a drug SMILES string, predict its activity (active/inactive) in a high-throughput screening assay against a specified biological target.. Dataset: Choline transporter screen with 302,306 compounds (1) The drug is Fc1ccc(Oc2n(c3c(c2C=O)cccc3)C)cc1. The result is 0 (inactive). (2) The compound is Clc1ccc(CNC(=O)CCN2C(=O)C3N(Cc4c(C3)cccc4)C2=O)cc1. The result is 0 (inactive). (3) The molecule is O1c2c(N(CC(=O)Nc3ccc(OCC)cc3)C(=O)C1)cccc2. The result is 0 (inactive).